Regression. Given two drug SMILES strings and cell line genomic features, predict the synergy score measuring deviation from expected non-interaction effect. From a dataset of Merck oncology drug combination screen with 23,052 pairs across 39 cell lines. Synergy scores: synergy=3.62. Drug 1: CC(=O)OC1C(=O)C2(C)C(O)CC3OCC3(OC(C)=O)C2C(OC(=O)c2ccccc2)C2(O)CC(OC(=O)C(O)C(NC(=O)c3ccccc3)c3ccccc3)C(C)=C1C2(C)C. Drug 2: CCc1cnn2c(NCc3ccc[n+]([O-])c3)cc(N3CCCCC3CCO)nc12. Cell line: UACC62.